Dataset: Full USPTO retrosynthesis dataset with 1.9M reactions from patents (1976-2016). Task: Predict the reactants needed to synthesize the given product. (1) Given the product [CH3:1][S:2]([C:5]1[CH:6]=[C:7]([CH2:8][OH:9])[CH:11]=[CH:12][CH:13]=1)(=[O:3])=[O:4], predict the reactants needed to synthesize it. The reactants are: [CH3:1][S:2]([C:5]1[CH:6]=[C:7]([CH:11]=[CH:12][CH:13]=1)[C:8](O)=[O:9])(=[O:4])=[O:3].[H-].[H-].[H-].[H-].[Li+].[Al+3]. (2) Given the product [Br:54][CH2:26][C:22]1[CH:21]=[C:20]([C:18]2[CH:19]=[C:14]([C:12]([NH:11][CH2:10][C:3]3[C:4](=[O:9])[NH:5][C:6]([CH3:8])=[CH:7][C:2]=3[CH3:1])=[O:13])[C:15]3[CH:30]=[N:29][N:28]([CH:31]([CH3:32])[CH3:33])[C:16]=3[N:17]=2)[CH:25]=[CH:24][CH:23]=1, predict the reactants needed to synthesize it. The reactants are: [CH3:1][C:2]1[CH:7]=[C:6]([CH3:8])[NH:5][C:4](=[O:9])[C:3]=1[CH2:10][NH:11][C:12]([C:14]1[C:15]2[CH:30]=[N:29][N:28]([CH:31]([CH3:33])[CH3:32])[C:16]=2[N:17]=[C:18]([C:20]2[CH:25]=[CH:24][CH:23]=[C:22]([CH2:26]O)[CH:21]=2)[CH:19]=1)=[O:13].C1C=CC(P(C2C=CC=CC=2)C2C=CC=CC=2)=CC=1.C(Br)(Br)(Br)[Br:54]. (3) The reactants are: [CH3:1][O:2][C:3]1[CH:4]=[C:5]([N:12]2[CH2:17][CH2:16][CH2:15][C@:14]([CH3:21])([C:18](O)=[O:19])[CH2:13]2)[CH:6]=[CH:7][C:8]=1[N+:9]([O-:11])=[O:10].C(Cl)(=O)C(Cl)=O.[NH3:28].O1CCOCC1. Given the product [CH3:1][O:2][C:3]1[CH:4]=[C:5]([N:12]2[CH2:17][CH2:16][CH2:15][C@:14]([CH3:21])([C:18]([NH2:28])=[O:19])[CH2:13]2)[CH:6]=[CH:7][C:8]=1[N+:9]([O-:11])=[O:10], predict the reactants needed to synthesize it. (4) Given the product [CH3:19][C:18]1[C:13]([O:12][C:11]2[CH:33]=[CH:34][C:8]([CH:5]([CH2:6][OH:7])[CH2:4][OH:3])=[CH:9][CH:10]=2)=[N:14][CH:15]=[N:16][C:17]=1[O:20][CH:21]1[CH2:26][CH2:25][N:24]([C:27]2[N:28]=[CH:29][CH:30]=[CH:31][N:32]=2)[CH2:23][CH2:22]1, predict the reactants needed to synthesize it. The reactants are: CC1(C)[O:7][CH2:6][CH:5]([C:8]2[CH:34]=[CH:33][C:11]([O:12][C:13]3[C:18]([CH3:19])=[C:17]([O:20][CH:21]4[CH2:26][CH2:25][N:24]([C:27]5[N:32]=[CH:31][CH:30]=[CH:29][N:28]=5)[CH2:23][CH2:22]4)[N:16]=[CH:15][N:14]=3)=[CH:10][CH:9]=2)[CH2:4][O:3]1. (5) Given the product [C:1]([C:5]1[CH:23]=[C:8]2[N:9]=[C:10]([CH3:22])[C:11]([CH:14]([CH2:19][CH2:20][CH3:21])[C:15]([O:17][CH3:18])=[O:16])=[C:12]([C:28]3[CH:27]=[CH:26][C:25]([F:24])=[CH:30][C:29]=3[F:31])[N:7]2[N:6]=1)([CH3:4])([CH3:3])[CH3:2], predict the reactants needed to synthesize it. The reactants are: [C:1]([C:5]1[CH:23]=[C:8]2[N:9]=[C:10]([CH3:22])[C:11]([CH:14]([CH2:19][CH2:20][CH3:21])[C:15]([O:17][CH3:18])=[O:16])=[C:12](Cl)[N:7]2[N:6]=1)([CH3:4])([CH3:3])[CH3:2].[F:24][C:25]1[CH:30]=[C:29]([F:31])[CH:28]=[CH:27][C:26]=1B(O)O.C(N(C(C)C)CC)(C)C. (6) Given the product [Br:1][C:2]1[CH:3]=[C:4]([CH:10]=[O:11])[N:5]([CH2:13][C:14]2[CH:15]=[CH:16][C:17]([C:20]3[CH:25]=[CH:24][CH:23]=[CH:22][C:21]=3[C:26]3[N:30]([C:31]([C:44]4[CH:49]=[CH:48][CH:47]=[CH:46][CH:45]=4)([C:38]4[CH:39]=[CH:40][CH:41]=[CH:42][CH:43]=4)[C:32]4[CH:37]=[CH:36][CH:35]=[CH:34][CH:33]=4)[N:29]=[N:28][N:27]=3)=[CH:18][CH:19]=2)[C:6]=1[CH2:7][CH2:8][CH3:9], predict the reactants needed to synthesize it. The reactants are: [Br:1][C:2]1[CH:3]=[C:4]([CH:10]=[O:11])[NH:5][C:6]=1[CH2:7][CH2:8][CH3:9].Br[CH2:13][C:14]1[CH:19]=[CH:18][C:17]([C:20]2[CH:25]=[CH:24][CH:23]=[CH:22][C:21]=2[C:26]2[N:30]([C:31]([C:44]3[CH:49]=[CH:48][CH:47]=[CH:46][CH:45]=3)([C:38]3[CH:43]=[CH:42][CH:41]=[CH:40][CH:39]=3)[C:32]3[CH:37]=[CH:36][CH:35]=[CH:34][CH:33]=3)[N:29]=[N:28][N:27]=2)=[CH:16][CH:15]=1. (7) Given the product [CH3:1][O:2][C:3]1[CH:4]=[C:5]([CH2:9][CH2:10][C:11]23[O:18][CH2:21][C@@H:20]([C:23]4[CH:28]=[CH:27][CH:26]=[CH:25][CH:24]=4)[N:19]2[C:15](=[O:17])[CH2:14][CH2:13][CH2:12]3)[CH:6]=[CH:7][CH:8]=1, predict the reactants needed to synthesize it. The reactants are: [CH3:1][O:2][C:3]1[CH:4]=[C:5]([CH2:9][CH2:10][C:11](=[O:18])[CH2:12][CH2:13][CH2:14][C:15]([OH:17])=O)[CH:6]=[CH:7][CH:8]=1.[NH2:19][C@H:20]([C:23]1[CH:28]=[CH:27][CH:26]=[CH:25][CH:24]=1)[CH2:21]O.O. (8) Given the product [CH2:38]([NH:40][CH2:26][CH2:25][CH2:24][O:23][C:20]1[CH:21]=[C:22]2[C:17](=[CH:18][CH:19]=1)[NH:16][N:15]=[C:14]2[S:11]([C:1]1[C:10]2[C:5](=[CH:6][CH:7]=[CH:8][CH:9]=2)[CH:4]=[CH:3][CH:2]=1)(=[O:13])=[O:12])[CH3:39], predict the reactants needed to synthesize it. The reactants are: [C:1]1([S:11]([C:14]2[C:22]3[C:17](=[CH:18][CH:19]=[C:20]([O:23][CH2:24][CH2:25][CH2:26]OS(C4C=CC(C)=CC=4)(=O)=O)[CH:21]=3)[NH:16][N:15]=2)(=[O:13])=[O:12])[C:10]2[C:5](=[CH:6][CH:7]=[CH:8][CH:9]=2)[CH:4]=[CH:3][CH:2]=1.[CH2:38]([NH2:40])[CH3:39].C1COCC1.